Dataset: Forward reaction prediction with 1.9M reactions from USPTO patents (1976-2016). Task: Predict the product of the given reaction. Given the reactants [C:1](N1CCC(O)[C@@H]1C(OCCCC)=O)(C)(C)C.[I:18][C:19]1[CH:24]=[CH:23][C:22]([OH:25])=[CH:21][CH:20]=1.[C:43]1(P([C:39]2[CH:44]=[CH:43][CH:42]=CC=2)[C:43]2[CH:42]=CC=[CH:39][CH:44]=2)[CH:42]=CC=[CH:39][CH:44]=1.[N+:45]([C:53]([O:55][CH:56]([CH3:58])[CH3:57])=[O:54])([C:53]([O:55][CH:56]([CH3:58])[CH3:57])=[O:54])=[N-:45], predict the reaction product. The product is: [C:56]([O:55][C:53]([N:45]1[CH2:42][CH2:43][C@@H:44]([O:25][C:22]2[CH:23]=[CH:24][C:19]([I:18])=[CH:20][CH:21]=2)[CH2:39]1)=[O:54])([CH3:58])([CH3:1])[CH3:57].